This data is from Full USPTO retrosynthesis dataset with 1.9M reactions from patents (1976-2016). The task is: Predict the reactants needed to synthesize the given product. Given the product [Cl:1][C:2]1[CH:17]=[C:16]([NH:18][C:19]2[C:20]3[N:27]([CH2:28][CH2:29][OH:30])[CH:26]=[CH:25][C:21]=3[N:22]=[CH:23][N:24]=2)[CH:15]=[CH:14][C:3]=1[O:4][C:5]1[CH:6]=[C:7]([CH:11]=[CH:12][CH:13]=1)[C:8]([NH:39][C:33]1([CH2:31][CH3:32])[CH2:38][CH2:37][CH2:36][CH2:35][CH2:34]1)=[O:10], predict the reactants needed to synthesize it. The reactants are: [Cl:1][C:2]1[CH:17]=[C:16]([NH:18][C:19]2[C:20]3[N:27]([CH2:28][CH2:29][OH:30])[CH:26]=[CH:25][C:21]=3[N:22]=[CH:23][N:24]=2)[CH:15]=[CH:14][C:3]=1[O:4][C:5]1[CH:6]=[C:7]([CH:11]=[CH:12][CH:13]=1)[C:8]([OH:10])=O.[CH2:31]([C:33]1([NH2:39])[CH2:38][CH2:37][CH2:36][CH2:35][CH2:34]1)[CH3:32].Cl.C(N=C=NCCCN(C)C)C.O.ON1C2C=CC=CC=2N=N1.